Dataset: Reaction yield outcomes from USPTO patents with 853,638 reactions. Task: Predict the reaction yield, written as a fraction of the theoretical maximum amount of product (1.0 means a 100% yield; for example, 0.34 means a 34% yield). The reactants are [Cl:1][C:2]1[CH:3]=[C:4]([NH:16][C:17]2[N:22]=[CH:21][N:20]=[C:19]3[NH:23][N:24]=[C:25]([O:26][CH2:27][CH2:28][N:29]4C(=O)C5C(=CC=CC=5)C4=O)[C:18]=23)[CH:5]=[CH:6][C:7]=1[O:8][CH2:9][C:10]1[CH:15]=[CH:14][CH:13]=[CH:12][N:11]=1.O.NN. The catalyst is C(O)C. The product is [NH2:29][CH2:28][CH2:27][O:26][C:25]1[C:18]2[C:19](=[N:20][CH:21]=[N:22][C:17]=2[NH:16][C:4]2[CH:5]=[CH:6][C:7]([O:8][CH2:9][C:10]3[CH:15]=[CH:14][CH:13]=[CH:12][N:11]=3)=[C:2]([Cl:1])[CH:3]=2)[NH:23][N:24]=1. The yield is 0.690.